From a dataset of Catalyst prediction with 721,799 reactions and 888 catalyst types from USPTO. Predict which catalyst facilitates the given reaction. (1) Reactant: [CH2:1]([O:3][CH:4]([O:7][CH2:8][CH3:9])[C:5]#[N:6])[CH3:2].[N+:10]([CH2:12][C:13]([O:15][CH3:16])=[O:14])#[C-:11].CCOCC. Product: [CH2:1]([O:3][CH:4]([O:7][CH2:8][CH3:9])[C:5]1[N:6]=[CH:11][NH:10][C:12]=1[C:13]([O:15][CH3:16])=[O:14])[CH3:2]. The catalyst class is: 270. (2) Reactant: [OH-:1].[Na+].CC(O)(C)CN[C:7]1[C:16]2[C:11](=[CH:12][CH:13]=[CH:14][CH:15]=2)[N:10]2[N:17]=[N:18][N:19]=[C:9]2[C:8]=1[N+:20]([O-:22])=[O:21]. Product: [N+:20]([C:8]1[C:9]2[N:10]([N:17]=[N:18][N:19]=2)[C:11]2[C:16]([C:7]=1[OH:1])=[CH:15][CH:14]=[CH:13][CH:12]=2)([O-:22])=[O:21]. The catalyst class is: 6. (3) Reactant: Br[C:2]1[CH:7]=[CH:6][C:5]([CH2:8][C:9]([C:11]2[CH:16]=[CH:15][C:14]([OH:17])=[CH:13][C:12]=2[OH:18])=[O:10])=[CH:4][CH:3]=1.[C:19]([Cu])#[N:20].O.CCOC(C)=O. The catalyst class is: 3. Product: [OH:18][C:12]1[CH:13]=[C:14]([OH:17])[CH:15]=[CH:16][C:11]=1[C:9](=[O:10])[CH2:8][C:5]1[CH:6]=[CH:7][C:2]([C:19]#[N:20])=[CH:3][CH:4]=1. (4) Product: [CH3:5][C:6]1[CH:11]=[C:10]([N+:1]([O-:4])=[O:3])[C:9]([N+:12]([O-:14])=[O:13])=[CH:8][C:7]=1[OH:15]. The catalyst class is: 6. Reactant: [N+:1]([O-:4])([OH:3])=O.[CH3:5][C:6]1[CH:11]=[CH:10][C:9]([N+:12]([O-:14])=[O:13])=[CH:8][C:7]=1[OH:15]. (5) Reactant: [Br:1][C:2]1[CH:7]=[CH:6][C:5]([CH2:8][C:9]([C:12]2[CH:13]=[N:14][CH:15]=[CH:16][CH:17]=2)=[N:10][OH:11])=[CH:4][CH:3]=1.C([N-]C(C)C)(C)C.[Li+].[C:26](OC(=O)C)(=[O:28])[CH3:27].C(OCC)(=O)C.O. Product: [Br:1][C:2]1[CH:7]=[CH:6][C:5]([CH:8]2[C:26]([CH3:27])([OH:28])[O:11][N:10]=[C:9]2[C:12]2[CH:13]=[N:14][CH:15]=[CH:16][CH:17]=2)=[CH:4][CH:3]=1. The catalyst class is: 1.